From a dataset of Forward reaction prediction with 1.9M reactions from USPTO patents (1976-2016). Predict the product of the given reaction. (1) Given the reactants [F:1][C:2]([F:17])([F:16])[C:3]1[CH:15]=[CH:14][CH:13]=[CH:12][C:4]=1[O:5][CH:6]1[CH2:11][CH2:10][NH:9][CH2:8][CH2:7]1.[CH3:18][S:19][C:20](SC)=[N:21][C:22]#[N:23], predict the reaction product. The product is: [C:22]([N:21]=[C:20]([N:9]1[CH2:10][CH2:11][CH:6]([O:5][C:4]2[CH:12]=[CH:13][CH:14]=[CH:15][C:3]=2[C:2]([F:1])([F:16])[F:17])[CH2:7][CH2:8]1)[S:19][CH3:18])#[N:23]. (2) Given the reactants [C:1]([OH:4])(=O)[CH3:2].ON1C2C=CC=CC=2N=N1.Cl.CN(C)CCCN=C=NCC.O[NH:28][C:29]([C:31]1[C:32]2[CH:33]=[CH:34][C:35]([NH:41][C@H:42]3[C:50]4[C:45](=[CH:46][CH:47]=[CH:48][CH:49]=4)[CH2:44][CH2:43]3)=[N:36][C:37]=2[CH:38]=[CH:39][CH:40]=1)=[NH:30], predict the reaction product. The product is: [C@H:42]1([NH:41][C:35]2[CH:34]=[CH:33][C:32]3[C:37](=[CH:38][CH:39]=[CH:40][C:31]=3[C:29]3[N:28]=[C:1]([CH3:2])[O:4][N:30]=3)[N:36]=2)[C:50]2[C:45](=[CH:46][CH:47]=[CH:48][CH:49]=2)[CH2:44][CH2:43]1.